The task is: Predict the reaction yield, written as a fraction of the theoretical maximum amount of product (1.0 means a 100% yield; for example, 0.34 means a 34% yield).. This data is from Reaction yield outcomes from USPTO patents with 853,638 reactions. (1) The reactants are COCCN(S(F)(F)[F:11])CCOC.[Br:14][C:15]1[CH:16]=[CH:17][C:18]([Cl:24])=[C:19]([CH:21](O)[CH3:22])[CH:20]=1. The catalyst is ClCCl.O. The product is [Br:14][C:15]1[CH:16]=[CH:17][C:18]([Cl:24])=[C:19]([CH:21]([F:11])[CH3:22])[CH:20]=1. The yield is 0.658. (2) The reactants are [NH2:1][C:2]1[N:3]=[CH:4][C:5]([C:8]2[C:9]([F:27])=[C:10]([C:20]([CH:23]3[CH2:26][CH2:25][CH2:24]3)=[CH:21][CH:22]=2)[O:11][C:12]2[CH:19]=[CH:18][C:15]([C:16]#[N:17])=[CH:14][CH:13]=2)=[N:6][CH:7]=1.[OH:28]S(O)(=O)=O. The catalyst is C(O)(C(F)(F)F)=O. The product is [NH2:1][C:2]1[N:3]=[CH:4][C:5]([C:8]2[C:9]([F:27])=[C:10]([C:20]([CH:23]3[CH2:26][CH2:25][CH2:24]3)=[CH:21][CH:22]=2)[O:11][C:12]2[CH:19]=[CH:18][C:15]([C:16]([NH2:17])=[O:28])=[CH:14][CH:13]=2)=[N:6][CH:7]=1. The yield is 0.890.